From a dataset of Forward reaction prediction with 1.9M reactions from USPTO patents (1976-2016). Predict the product of the given reaction. (1) Given the reactants [CH3:1][S:2]([NH:5][C:6]1[CH:11]=[CH:10][C:9]([C:12](=[O:19])[CH2:13][C:14](=[CH2:18])[C:15]([OH:17])=[O:16])=[CH:8][CH:7]=1)(=[O:4])=[O:3].[CH2:20](S)[C:21]1[CH:26]=[CH:25][CH:24]=[CH:23][CH:22]=1.CO.O[O:31][S:32]([O-:34])=O.[K+], predict the reaction product. The product is: [CH3:1][S:2]([NH:5][C:6]1[CH:7]=[CH:8][C:9]([C:12](=[O:19])[CH2:13][CH:14]([CH2:18][S:32]([CH2:20][C:21]2[CH:26]=[CH:25][CH:24]=[CH:23][CH:22]=2)(=[O:34])=[O:31])[C:15]([OH:17])=[O:16])=[CH:10][CH:11]=1)(=[O:4])=[O:3]. (2) Given the reactants [CH:1]12[O:8][CH:5]([CH2:6][CH2:7]1)[CH2:4][NH:3][CH2:2]2.Br[C:10]1[O:11][CH:12]=[C:13]([C:15]([O:17][CH2:18][CH3:19])=[O:16])[N:14]=1.CCN(C(C)C)C(C)C, predict the reaction product. The product is: [CH:5]12[O:8][CH:1]([CH2:7][CH2:6]1)[CH2:2][N:3]([C:10]1[O:11][CH:12]=[C:13]([C:15]([O:17][CH2:18][CH3:19])=[O:16])[N:14]=1)[CH2:4]2.